This data is from Full USPTO retrosynthesis dataset with 1.9M reactions from patents (1976-2016). The task is: Predict the reactants needed to synthesize the given product. (1) Given the product [C:65]([O:68][CH2:69][CH2:70][CH2:71][S:72]([NH:75][C:24]([C:21]1[CH:22]=[CH:23][C:18]([C:15]2[CH:14]=[CH:13][C:12]([NH:11][CH2:10][CH2:9][N:8]([C:6]([O:5][C:1]([CH3:2])([CH3:3])[CH3:4])=[O:7])[CH2:32][C@@H:33]([C:35]3[CH:40]=[CH:39][CH:38]=[C:37]([Cl:41])[CH:36]=3)[OH:34])=[CH:17][CH:16]=2)=[CH:19][C:20]=1[O:27][CH2:28][CH:29]([CH3:30])[CH3:31])=[O:26])(=[O:73])=[O:74])(=[O:67])[CH3:66], predict the reactants needed to synthesize it. The reactants are: [C:1]([O:5][C:6]([N:8]([CH2:32][C@@H:33]([C:35]1[CH:40]=[CH:39][CH:38]=[C:37]([Cl:41])[CH:36]=1)[OH:34])[CH2:9][CH2:10][NH:11][C:12]1[CH:17]=[CH:16][C:15]([C:18]2[CH:23]=[CH:22][C:21]([C:24]([OH:26])=O)=[C:20]([O:27][CH2:28][CH:29]([CH3:31])[CH3:30])[CH:19]=2)=[CH:14][CH:13]=1)=[O:7])([CH3:4])([CH3:3])[CH3:2].C(N1C=CN=C1)(N1C=CN=C1)=O.N1CCCN2CCCCCC=12.[C:65]([O:68][CH2:69][CH2:70][CH2:71][S:72]([NH2:75])(=[O:74])=[O:73])(=[O:67])[CH3:66]. (2) Given the product [Br:1][C:2]1[CH:11]=[C:10]2[C:5]([C:6]([NH:15][CH2:16][C@H:17]3[CH2:21][O:20][C:19]([CH3:23])([CH3:22])[O:18]3)=[C:7]([NH2:12])[CH:8]=[N:9]2)=[CH:4][CH:3]=1, predict the reactants needed to synthesize it. The reactants are: [Br:1][C:2]1[CH:11]=[C:10]2[C:5]([C:6]([NH:15][CH2:16][C@H:17]3[CH2:21][O:20][C:19]([CH3:23])([CH3:22])[O:18]3)=[C:7]([N+:12]([O-])=O)[CH:8]=[N:9]2)=[CH:4][CH:3]=1.CC[N+]1C=CC(C2C=C[N+](CC)=CC=2)=CC=1.[Br-].[Br-].[O-]S(S([O-])=O)=O.[Na+].[Na+].C([O-])([O-])=O.[K+].[K+]. (3) Given the product [CH2:1]([N:4]1[C:12](=[O:13])[C:11]2[C:6](=[CH:7][CH:8]=[C:9]([C:14]([NH:28][C@@H:27]([C:24]3[CH:25]=[CH:26][C:21]([C:20]([F:40])([F:19])[F:39])=[CH:22][CH:23]=3)[C:29]3[C:34]([C:35]([F:36])([F:37])[F:38])=[CH:33][CH:32]=[CH:31][N:30]=3)=[O:16])[CH:10]=2)[C:5]1=[O:17])[CH:2]=[CH2:3], predict the reactants needed to synthesize it. The reactants are: [CH2:1]([N:4]1[C:12](=[O:13])[C:11]2[C:6](=[CH:7][CH:8]=[C:9]([C:14]([OH:16])=O)[CH:10]=2)[C:5]1=[O:17])[CH:2]=[CH2:3].Cl.[F:19][C:20]([F:40])([F:39])[C:21]1[CH:26]=[CH:25][C:24]([C@@H:27]([C:29]2[C:34]([C:35]([F:38])([F:37])[F:36])=[CH:33][CH:32]=[CH:31][N:30]=2)[NH2:28])=[CH:23][CH:22]=1. (4) Given the product [C:12]1([C:7]([C:1]2[CH:2]=[CH:3][CH:4]=[CH:5][CH:6]=2)([CH3:11])[C:8]([NH:25][CH2:24][CH2:23][C:19]2[S:18][CH:22]=[CH:21][CH:20]=2)=[O:10])[CH:17]=[CH:16][CH:15]=[CH:14][CH:13]=1, predict the reactants needed to synthesize it. The reactants are: [C:1]1([C:7]([C:12]2[CH:17]=[CH:16][CH:15]=[CH:14][CH:13]=2)([CH3:11])[C:8]([OH:10])=O)[CH:6]=[CH:5][CH:4]=[CH:3][CH:2]=1.[S:18]1[CH:22]=[CH:21][CH:20]=[C:19]1[CH2:23][CH2:24][NH2:25].C(N(CC)CC)C.CCN=C=NCCCN(C)C. (5) Given the product [F:1][C:2]([F:7])([F:6])[C:3]([OH:5])=[O:4].[CH2:22]([N:21]1[C:20]([S:24]([CH3:27])(=[O:26])=[O:25])=[N:19][N:18]=[C:17]1[C@H:15]([NH2:14])[CH3:16])[CH3:23], predict the reactants needed to synthesize it. The reactants are: [F:1][C:2]([F:7])([F:6])[C:3]([OH:5])=[O:4].C(OC(=O)[NH:14][C@@H:15]([C:17]1[N:21]([CH2:22][CH3:23])[C:20]([S:24]([CH3:27])(=[O:26])=[O:25])=[N:19][N:18]=1)[CH3:16])(C)(C)C. (6) Given the product [CH3:10][N:9]([CH2:11][C:12]1[CH:13]=[C:14]([CH:15]=[CH:16][C:17]=1[Si:18]([CH3:20])([CH3:19])[CH3:21])[NH2:22])[CH3:8], predict the reactants needed to synthesize it. The reactants are: C(O)(C(F)(F)F)=O.[CH3:8][N:9]([CH2:11][C:12]1[CH:13]=[C:14]([NH:22]C(=O)OC(C)(C)C)[CH:15]=[CH:16][C:17]=1[Si:18]([CH3:21])([CH3:20])[CH3:19])[CH3:10].C([O-])(O)=O.[Na+]. (7) Given the product [Cl:1][C:2]1[CH:10]=[CH:9][C:5]([C:6]2[CH:15]=[C:14]([CH2:13][NH2:12])[O:8][N:7]=2)=[CH:4][CH:3]=1, predict the reactants needed to synthesize it. The reactants are: [Cl:1][C:2]1[CH:10]=[CH:9][C:5]([CH:6]=[N:7][OH:8])=[CH:4][CH:3]=1.Cl[N:12]1C(=O)[CH2:15][CH2:14][C:13]1=O.C(N)C#C.C(N(CC)CC)C. (8) Given the product [ClH:41].[CH3:1][O:2][CH2:3][CH2:4][O:5][C:6]1[CH:11]=[CH:10][N:9]2[C:12]([C:15]([NH:17][C:18]3[CH:26]=[CH:25][CH:24]=[C:23]4[C:19]=3[CH:20]=[N:21][N:22]4[CH2:27][CH:28]3[CH2:33][CH2:32][CH2:31][NH:30][CH2:29]3)=[O:16])=[CH:13][N:14]=[C:8]2[CH:7]=1, predict the reactants needed to synthesize it. The reactants are: [CH3:1][O:2][CH2:3][CH2:4][O:5][C:6]1[CH:11]=[CH:10][N:9]2[C:12]([C:15]([NH:17][C:18]3[CH:26]=[CH:25][CH:24]=[C:23]4[C:19]=3[CH:20]=[N:21][N:22]4[CH2:27][CH:28]3[CH2:33][CH2:32][CH2:31][N:30](C(OC(C)(C)C)=O)[CH2:29]3)=[O:16])=[CH:13][N:14]=[C:8]2[CH:7]=1.[ClH:41].